This data is from Catalyst prediction with 721,799 reactions and 888 catalyst types from USPTO. The task is: Predict which catalyst facilitates the given reaction. (1) Reactant: [CH:1]([C:4]1[N:5]=[C:6]([CH2:9][CH2:10][C:11]2[CH:31]=[CH:30][N:14]3[C:15](=[O:29])[C:16](/[CH:19]=[C:20](\[CH3:28])/[C:21]([O:23]C(C)(C)C)=[O:22])=[CH:17][N:18]=[C:13]3[CH:12]=2)[S:7][CH:8]=1)([CH3:3])[CH3:2]. Product: [CH:1]([C:4]1[N:5]=[C:6]([CH2:9][CH2:10][C:11]2[CH:31]=[CH:30][N:14]3[C:15](=[O:29])[C:16](/[CH:19]=[C:20](\[CH3:28])/[C:21]([OH:23])=[O:22])=[CH:17][N:18]=[C:13]3[CH:12]=2)[S:7][CH:8]=1)([CH3:3])[CH3:2]. The catalyst class is: 55. (2) Reactant: Br[C:2]1[CH:10]=[C:9]2[C:5]([C:6]([C:24]3[CH:33]=[CH:32][C:27]([C:28]([O:30][CH3:31])=[O:29])=[CH:26][C:25]=3[F:34])=[N:7][N:8]2[C:11](=[O:23])[C:12]2[C:17]([C:18]([F:21])([F:20])[F:19])=[CH:16][CH:15]=[CH:14][C:13]=2[Cl:22])=[CH:4][CH:3]=1.[B:35]1([B:35]2[O:39][C:38]([CH3:41])([CH3:40])[C:37]([CH3:43])([CH3:42])[O:36]2)[O:39][C:38]([CH3:41])([CH3:40])[C:37]([CH3:43])([CH3:42])[O:36]1.CC([O-])=O.[K+]. Product: [Cl:22][C:13]1[CH:14]=[CH:15][CH:16]=[C:17]([C:18]([F:19])([F:20])[F:21])[C:12]=1[C:11]([N:8]1[C:9]2[C:5](=[CH:4][CH:3]=[C:2]([B:35]3[O:39][C:38]([CH3:41])([CH3:40])[C:37]([CH3:43])([CH3:42])[O:36]3)[CH:10]=2)[C:6]([C:24]2[CH:33]=[CH:32][C:27]([C:28]([O:30][CH3:31])=[O:29])=[CH:26][C:25]=2[F:34])=[N:7]1)=[O:23]. The catalyst class is: 800. (3) Reactant: [C:1]([C:4]1[CH:5]=[CH:6][C:7]([O:13][CH2:14][C:15]2[CH:20]=[CH:19][CH:18]=[CH:17][CH:16]=2)=[C:8]([CH:12]=1)[C:9]([NH2:11])=[O:10])(=[O:3])[CH3:2].BrBr. Product: [CH2:14]([O:13][C:7]1[CH:6]=[CH:5][C:4]([CH:1]2[CH2:2][O:3]2)=[CH:12][C:8]=1[C:9]([NH2:11])=[O:10])[C:15]1[CH:20]=[CH:19][CH:18]=[CH:17][CH:16]=1. The catalyst class is: 22. (4) Product: [Br:20][C:21]1[N:22]=[C:23]([O:16][C:13]2[CH:12]=[CH:11][C:10]([CH2:9][C@H:8]3[CH2:17][O:18][C:6](=[O:19])[NH:7]3)=[CH:15][CH:14]=2)[CH:24]=[CH:25][CH:26]=1. The catalyst class is: 84. Reactant: C(O[C:6](=[O:19])[NH:7][C@H:8]([CH2:17][OH:18])[CH2:9][C:10]1[CH:15]=[CH:14][C:13]([OH:16])=[CH:12][CH:11]=1)(C)(C)C.[Br:20][C:21]1[CH:26]=[CH:25][CH:24]=[C:23](Br)[N:22]=1.CC(C)([O-])C.[Na+].CN(C)C=O. (5) Reactant: [NH2:1][C:2]1[N:3]([CH3:8])[O:4][C:5](=[O:7])[CH:6]=1.[F:9][C:10]1[CH:17]=[CH:16][C:13]([CH:14]=O)=[CH:12][C:11]=1[I:18].[O:19]1[CH2:24][C:23](=O)[CH2:22][C:21](=[O:26])[CH2:20]1. Product: [F:9][C:10]1[CH:17]=[CH:16][C:13]([CH:14]2[C:22]3[C:21](=[O:26])[CH2:20][O:19][CH2:24][C:23]=3[NH:1][C:2]3[N:3]([CH3:8])[O:4][C:5](=[O:7])[C:6]2=3)=[CH:12][C:11]=1[I:18]. The catalyst class is: 8.